Regression. Given a peptide amino acid sequence and an MHC pseudo amino acid sequence, predict their binding affinity value. This is MHC class I binding data. From a dataset of Peptide-MHC class I binding affinity with 185,985 pairs from IEDB/IMGT. The peptide sequence is SVKKDLISY. The MHC is HLA-A26:01 with pseudo-sequence HLA-A26:01. The binding affinity (normalized) is 0.580.